Dataset: CYP2C9 inhibition data for predicting drug metabolism from PubChem BioAssay. Task: Regression/Classification. Given a drug SMILES string, predict its absorption, distribution, metabolism, or excretion properties. Task type varies by dataset: regression for continuous measurements (e.g., permeability, clearance, half-life) or binary classification for categorical outcomes (e.g., BBB penetration, CYP inhibition). Dataset: cyp2c9_veith. (1) The result is 0 (non-inhibitor). The compound is CC(C)(C)CNCCO. (2) The compound is Br.CCCCCCN1Cc2ccccc2C1. The result is 0 (non-inhibitor). (3) The drug is Cn1cccc1C(=O)N1CCC2(CCN(C(=O)Nc3ccccc3)CC2)CC1. The result is 0 (non-inhibitor). (4) The molecule is Cc1cc(Cl)nc2ccc(Cc3ccc4nc(Cl)cc(C)c4c3)cc12. The result is 0 (non-inhibitor). (5) The molecule is CC[N+](CC)(CCCNC1=CC(=O)C(NCCC[N+](CC)(CC)Cc2ccccc2)=CC1=O)Cc1ccccc1. The result is 0 (non-inhibitor). (6) The compound is COc1ccc2c3c([nH]c2c1)C(C)=NCC3.Cl.O.O. The result is 0 (non-inhibitor).